This data is from Cav3 T-type calcium channel HTS with 100,875 compounds. The task is: Binary Classification. Given a drug SMILES string, predict its activity (active/inactive) in a high-throughput screening assay against a specified biological target. The result is 1 (active). The molecule is S(Cc1n(c2c(n1)cccc2)C)c1sc2c(n1)cccc2.